From a dataset of Reaction yield outcomes from USPTO patents with 853,638 reactions. Predict the reaction yield, written as a fraction of the theoretical maximum amount of product (1.0 means a 100% yield; for example, 0.34 means a 34% yield). (1) The reactants are [Br-].[CH2:2]([P+](C1C=CC=CC=1)(C1C=CC=CC=1)C1C=CC=CC=1)[CH2:3][C:4]1[CH:9]=[CH:8][CH:7]=[CH:6][CH:5]=1.[Li]CCCC.[CH:34](=O)[CH2:35][CH2:36]/[CH:37]=[CH:38]/[CH2:39][CH2:40][CH2:41][CH2:42][CH3:43]. No catalyst specified. The product is [CH2:3]([C:4]1[CH:5]=[CH:6][CH:7]=[CH:8][CH:9]=1)[CH:2]=[CH:34][CH2:35][CH2:36]/[CH:37]=[CH:38]/[CH2:39][CH2:40][CH2:41][CH2:42][CH3:43]. The yield is 0.620. (2) The reactants are [NH2:1][C:2]1[CH:7]=[CH:6][CH:5]=[CH:4][C:3]=1[NH:8][C:9]1[C:22]([O:23][CH2:24][C:25]2[CH:30]=[CH:29][CH:28]=[CH:27][CH:26]=2)=[CH:21][C:20]2[C@:19]34[CH2:31][CH2:32][N:33]([C:34]([O:36][CH2:37][C:38]5[CH:43]=[CH:42][CH:41]=[CH:40][CH:39]=5)=[O:35])[C@@H:13]([C@@H:14]3[CH2:15][CH2:16][CH2:17][CH2:18]4)[CH2:12][C:11]=2[C:10]=1[CH3:44].[CH3:45][S:46](Cl)(=[O:48])=[O:47].O. The catalyst is C(Cl)Cl. The product is [CH2:24]([O:23][C:22]1[C:9]([NH:8][C:3]2[CH:4]=[CH:5][CH:6]=[CH:7][C:2]=2[NH:1][S:46]([CH3:45])(=[O:48])=[O:47])=[C:10]([CH3:44])[C:11]2[CH2:12][C@H:13]3[N:33]([C:34]([O:36][CH2:37][C:38]4[CH:39]=[CH:40][CH:41]=[CH:42][CH:43]=4)=[O:35])[CH2:32][CH2:31][C@@:19]4([C:20]=2[CH:21]=1)[C@H:14]3[CH2:15][CH2:16][CH2:17][CH2:18]4)[C:25]1[CH:26]=[CH:27][CH:28]=[CH:29][CH:30]=1. The yield is 0.970. (3) The reactants are [C:1]12([C:11]([OH:13])=[O:12])[CH2:10][CH:5]3[CH2:6][CH:7]([CH2:9][CH:3]([CH2:4]3)[CH2:2]1)[CH2:8]2.[Al+3].[Cl-].[Cl-].[Cl-].[Br:18]Br. The catalyst is C(Cl)(Cl)Cl. The product is [Br:18][C:3]12[CH2:9][CH:7]3[CH2:6][CH:5]([CH2:10][C:1]([C:11]([OH:13])=[O:12])([CH2:8]3)[CH2:2]1)[CH2:4]2. The yield is 0.757. (4) The reactants are [Br:1][C:2]1[CH:13]=[CH:12][C:5]([C:6](N(OC)C)=O)=[C:4]([F:14])[CH:3]=1.C([Mg]Br)C.[CH2:19]([O:21]CC)[CH3:20]. The catalyst is C1COCC1. The product is [Br:1][C:2]1[CH:13]=[CH:12][C:5]([CH2:6][C:19](=[O:21])[CH3:20])=[C:4]([F:14])[CH:3]=1. The yield is 0.740. (5) The reactants are [NH2:1][C:2]1[C:3]([CH3:9])=[N:4][CH:5]=[CH:6][C:7]=1[CH3:8].[Br:10]Br. The yield is 0.603. The product is [Br:10][C:5]1[N:4]=[C:3]([CH3:9])[C:2]([NH2:1])=[C:7]([CH3:8])[CH:6]=1. The catalyst is C(Cl)Cl.O. (6) The reactants are [F:1][CH:2]([F:23])[O:3][C:4]1[C:5]([OH:22])=[C:6]([C:12]2[CH:20]=[CH:19][CH:18]=[C:17]3[C:13]=2[CH2:14][CH2:15][C:16]3=[O:21])[CH:7]=[CH:8][C:9]=1[O:10][CH3:11].C(=O)([O-])[O-].[K+].[K+].[CH2:30](Br)[CH:31]([CH3:33])[CH3:32]. The catalyst is C(#N)C. The product is [F:1][CH:2]([F:23])[O:3][C:4]1[C:5]([O:22][CH2:30][CH:31]([CH3:33])[CH3:32])=[C:6]([C:12]2[CH:20]=[CH:19][CH:18]=[C:17]3[C:13]=2[CH2:14][CH2:15][C:16]3=[O:21])[CH:7]=[CH:8][C:9]=1[O:10][CH3:11]. The yield is 0.212. (7) The product is [Cl:1][C:2]1[C:3]([CH3:31])=[C:4]([NH:10][C@@H:11]([C:12]2[O:13][C:16]([C:17]3[CH:18]=[CH:19][C:20]([S:23]([CH3:26])(=[O:24])=[O:25])=[CH:21][CH:22]=3)=[N:15][N:14]=2)[C@@H:28]([OH:30])[CH3:29])[CH:5]=[CH:6][C:7]=1[C:8]#[N:9]. The yield is 0.230. The reactants are [Cl:1][C:2]1[C:3]([CH3:31])=[C:4]([NH:10][C@H:11]([C@@H:28]([OH:30])[CH3:29])[C:12]([NH:14][NH:15][C:16](=O)[C:17]2[CH:22]=[CH:21][C:20]([S:23]([CH3:26])(=[O:25])=[O:24])=[CH:19][CH:18]=2)=[O:13])[CH:5]=[CH:6][C:7]=1[C:8]#[N:9].S(Cl)(C1C=CC(C)=CC=1)(=O)=O.C(N=P1(N(CC)CC)N(C)CCCN1C)(C)(C)C. The catalyst is C1COCC1. (8) The reactants are [C:1]([O:5][C:6](=[O:9])[CH2:7][NH2:8])([CH3:4])([CH3:3])[CH3:2].[C:10]([SiH2:14][O:15][C:16]([CH3:26])([CH3:25])[C:17]1([CH:23]=O)[CH2:22][CH2:21][CH:20]=[CH:19][CH2:18]1)([CH3:13])([CH3:12])[CH3:11].[CH2:27](Cl)Cl. No catalyst specified. The product is [C:1]([O:5][C:6](=[O:9])[CH2:7]/[N:8]=[CH:27]/[CH2:23][C:17]1([C:16]([CH3:26])([CH3:25])[O:15][SiH2:14][C:10]([CH3:13])([CH3:12])[CH3:11])[CH2:22][CH2:21][CH:20]=[CH:19][CH2:18]1)([CH3:4])([CH3:3])[CH3:2]. The yield is 1.00.